This data is from Reaction yield outcomes from USPTO patents with 853,638 reactions. The task is: Predict the reaction yield, written as a fraction of the theoretical maximum amount of product (1.0 means a 100% yield; for example, 0.34 means a 34% yield). (1) The reactants are Br[C:2]1[CH:3]=[N:4][CH:5]=[C:6](C)[CH:7]=1.[CH3:9]C(C)([O-])C.[Na+].[NH2:15][C@@H:16]1[CH2:21][CH2:20][CH2:19][N:18]([C:22]([O:24][C:25]([CH3:28])([CH3:27])[CH3:26])=[O:23])[CH2:17]1. The catalyst is O1CCOCC1.C1C=CC(/C=C/C(/C=C/C2C=CC=CC=2)=O)=CC=1.C1C=CC(/C=C/C(/C=C/C2C=CC=CC=2)=O)=CC=1.C1C=CC(/C=C/C(/C=C/C2C=CC=CC=2)=O)=CC=1.[Pd].[Pd].CC(C1C=C(C(C)C)C(C2C(P(C3CCCCC3)C3CCCCC3)=C(OC)C=CC=2OC)=C(C(C)C)C=1)C. The product is [CH3:9][C:7]1[CH:2]=[CH:3][N:4]=[C:5]([NH:15][C@@H:16]2[CH2:21][CH2:20][CH2:19][N:18]([C:22]([O:24][C:25]([CH3:28])([CH3:27])[CH3:26])=[O:23])[CH2:17]2)[CH:6]=1. The yield is 0.640. (2) The reactants are [CH:1]1([NH:6][C:7]([NH:9][C@:10]([C:32]2[CH:37]=[CH:36][C:35]([F:38])=[C:34]([C:39]([F:42])([F:41])[F:40])[CH:33]=2)([C:18]2[CH:23]=[C:22]([O:24][C:25]([F:30])([F:29])[CH:26]([F:28])[F:27])[CH:21]=[C:20]([F:31])[CH:19]=2)[CH2:11][C:12]2[CH:17]=[CH:16][CH:15]=[CH:14][CH:13]=2)=[O:8])[CH2:5][CH2:4][CH2:3][CH2:2]1.[CH3:43]NC1CCCC1. The catalyst is CS(C)=O.C1COCC1. The product is [CH:1]1([N:6]([CH3:43])[C:7]([NH:9][C@:10]([C:32]2[CH:37]=[CH:36][C:35]([F:38])=[C:34]([C:39]([F:42])([F:41])[F:40])[CH:33]=2)([C:18]2[CH:23]=[C:22]([O:24][C:25]([F:29])([F:30])[CH:26]([F:27])[F:28])[CH:21]=[C:20]([F:31])[CH:19]=2)[CH2:11][C:12]2[CH:13]=[CH:14][CH:15]=[CH:16][CH:17]=2)=[O:8])[CH2:5][CH2:4][CH2:3][CH2:2]1. The yield is 0.650. (3) The reactants are Cl[C:2]1[N:10]=[C:9]([Cl:11])[CH:8]=[CH:7][C:3]=1[C:4]([OH:6])=[O:5].[NH3:12]. The yield is 0.490. No catalyst specified. The product is [NH2:12][C:2]1[N:10]=[C:9]([Cl:11])[CH:8]=[CH:7][C:3]=1[C:4]([OH:6])=[O:5]. (4) The reactants are [CH3:1][O:2][CH2:3][C:4](=O)[CH2:5][C:6]([O:8]C)=O.C(O)(=O)C.[CH:15]([NH2:17])=[NH:16].C[O-].[Na+]. The catalyst is CO. The product is [CH3:1][O:2][CH2:3][C:4]1[N:17]=[CH:15][N:16]=[C:6]([OH:8])[CH:5]=1. The yield is 0.371. (5) The reactants are [NH2:1][C:2]1[C:11]2[C:6](=[C:7](I)[C:8]([O:12][CH3:13])=[CH:9][CH:10]=2)[N:5]=[N:4][C:3]=1[C:15]([NH:17][CH2:18][CH2:19][CH3:20])=[O:16].[C:21]1(B(O)O)[CH:26]=[CH:25][CH:24]=[CH:23][CH:22]=1. No catalyst specified. The product is [NH2:1][C:2]1[C:11]2[C:6](=[C:7]([C:21]3[CH:26]=[CH:25][CH:24]=[CH:23][CH:22]=3)[C:8]([O:12][CH3:13])=[CH:9][CH:10]=2)[N:5]=[N:4][C:3]=1[C:15]([NH:17][CH2:18][CH2:19][CH3:20])=[O:16]. The yield is 0.520.